Task: Regression. Given two drug SMILES strings and cell line genomic features, predict the synergy score measuring deviation from expected non-interaction effect.. Dataset: NCI-60 drug combinations with 297,098 pairs across 59 cell lines (1) Drug 1: CCCS(=O)(=O)NC1=C(C(=C(C=C1)F)C(=O)C2=CNC3=C2C=C(C=N3)C4=CC=C(C=C4)Cl)F. Drug 2: C1C(C(OC1N2C=NC(=NC2=O)N)CO)O. Cell line: MDA-MB-231. Synergy scores: CSS=13.9, Synergy_ZIP=5.33, Synergy_Bliss=5.90, Synergy_Loewe=-0.262, Synergy_HSA=4.01. (2) Drug 1: CC1OCC2C(O1)C(C(C(O2)OC3C4COC(=O)C4C(C5=CC6=C(C=C35)OCO6)C7=CC(=C(C(=C7)OC)O)OC)O)O. Drug 2: CS(=O)(=O)OCCCCOS(=O)(=O)C. Cell line: SF-268. Synergy scores: CSS=34.6, Synergy_ZIP=-4.47, Synergy_Bliss=3.77, Synergy_Loewe=-3.30, Synergy_HSA=3.09.